This data is from Experimentally validated miRNA-target interactions with 360,000+ pairs, plus equal number of negative samples. The task is: Binary Classification. Given a miRNA mature sequence and a target amino acid sequence, predict their likelihood of interaction. (1) The miRNA is hsa-miR-6838-5p with sequence AAGCAGCAGUGGCAAGACUCCU. The protein sequence of the target gene is METESESSTLGDDSVFWLESEVIIQVTDCEEEEREEKFRKMKSSVHSEEDDFVPELHRNVHPRERPDWEETLSAMARGADVPEIPGDLTLKTCGSTASMKVKHVKKLPFTKGHFPKMAECAHFHYENVEFGSIQLSLSEEQNEVMKNGCESKELVYLVQIACQGKSWIVKRSYEDFRVLDKHLHLCIYDRRFSQLSELPRSDTLKDSPESVTQMLMAYLSRLSAIAGNKINCGPALTWMEIDNKGNHLLVHEESSINTPAVGAAHVIKRYTARAPDELTLEVGDIVSVIDMPPKVLSTWW.... Result: 1 (interaction). (2) The miRNA is mmu-miR-3072-3p with sequence UGCCCCCUCCAGGAAGCCUUCU. The protein sequence of the target gene is MKIAVIGQSLFGQEVYCQLRKEGHEVVGVFTIPDKDGKADPLGLEAEKDGVPVFKFPRWRARGQALPEVVAKYQALGAELNVLPFCSQFIPMEVINAPRHGSIIYHPSLLPRHRGASAINWTLIHGDKKGGFTIFWADDGLDTGDLLLQKECDVLPDDTVSTLYNRFLFPEGIKGMVQAVRLIAEGTAPRRPQPEEGATYEGIQKKETAMINWDQPAEAIHNWIRGNDKVPGAWTEACGQKLTFFNSTLNTSGLVAQGEALPIPGAHRPGLVTKAGLILFGNDDRMLLVKNIQLEDGKMM.... Result: 0 (no interaction). (3) The miRNA is hsa-miR-5591-3p with sequence AUACCCAUAGCUUAGCUCCCA. The protein sequence of the target gene is MDSQQEDLRFPGMWVSLYFGILGLCSVITGGCIIFLHWRKNLRREEHAQQWVEVMRAATFTYSPLLYWINKRRRYGMNAAINTGPAPAVTKTETEVQNPDVLWDLDIPEGRSHADQDSNPKAEAPAPLQPALQLAPQQPQARSPFPLPIFQEVPFAPPLCNLPPLLNHSVSYPLATCPERNVLFHSLLNLAQEDHSFNAKPFPSEL. Result: 0 (no interaction).